From a dataset of Forward reaction prediction with 1.9M reactions from USPTO patents (1976-2016). Predict the product of the given reaction. Given the reactants C[O:2][C:3](=[O:30])[C:4]1[CH:9]=[CH:8][CH:7]=[CH:6][C:5]=1[S:10][C:11]([C:24]1[CH:29]=[CH:28][CH:27]=[CH:26][CH:25]=1)([C:18]1[CH:23]=[CH:22][CH:21]=[CH:20][CH:19]=1)[C:12]1[CH:17]=[CH:16][CH:15]=[CH:14][CH:13]=1.[Li+].[OH-], predict the reaction product. The product is: [C:11]([S:10][C:5]1[CH:6]=[CH:7][CH:8]=[CH:9][C:4]=1[C:3]([OH:30])=[O:2])([C:18]1[CH:23]=[CH:22][CH:21]=[CH:20][CH:19]=1)([C:24]1[CH:29]=[CH:28][CH:27]=[CH:26][CH:25]=1)[C:12]1[CH:17]=[CH:16][CH:15]=[CH:14][CH:13]=1.